From a dataset of Reaction yield outcomes from USPTO patents with 853,638 reactions. Predict the reaction yield, written as a fraction of the theoretical maximum amount of product (1.0 means a 100% yield; for example, 0.34 means a 34% yield). The reactants are [CH2:1]([O:8][C:9]1[CH:14]=[CH:13][C:12]([C:15]2[O:19][C:18]([CH3:21])([CH3:20])[C:17](=[O:22])[C:16]=2Br)=[CH:11][CH:10]=1)[C:2]1[CH:7]=[CH:6][CH:5]=[CH:4][CH:3]=1.[N:24]1[CH:29]=[CH:28][C:27](B(O)O)=[CH:26][CH:25]=1.C([O-])([O-])=O.[Cs+].[Cs+].O. The catalyst is C1(C)C=CC=CC=1.C1C=CC(P(C2C=CC=CC=2)[C-]2C=CC=C2)=CC=1.C1C=CC(P(C2C=CC=CC=2)[C-]2C=CC=C2)=CC=1.Cl[Pd]Cl.[Fe+2]. The product is [CH2:1]([O:8][C:9]1[CH:14]=[CH:13][C:12]([C:15]2[O:19][C:18]([CH3:21])([CH3:20])[C:17](=[O:22])[C:16]=2[C:27]2[CH:28]=[CH:29][N:24]=[CH:25][CH:26]=2)=[CH:11][CH:10]=1)[C:2]1[CH:7]=[CH:6][CH:5]=[CH:4][CH:3]=1. The yield is 0.620.